This data is from NCI-60 drug combinations with 297,098 pairs across 59 cell lines. The task is: Regression. Given two drug SMILES strings and cell line genomic features, predict the synergy score measuring deviation from expected non-interaction effect. Drug 1: CC1=C(C=C(C=C1)NC2=NC=CC(=N2)N(C)C3=CC4=NN(C(=C4C=C3)C)C)S(=O)(=O)N.Cl. Drug 2: C1CCN(CC1)CCOC2=CC=C(C=C2)C(=O)C3=C(SC4=C3C=CC(=C4)O)C5=CC=C(C=C5)O. Cell line: CAKI-1. Synergy scores: CSS=35.2, Synergy_ZIP=3.36, Synergy_Bliss=6.67, Synergy_Loewe=8.11, Synergy_HSA=8.36.